This data is from Catalyst prediction with 721,799 reactions and 888 catalyst types from USPTO. The task is: Predict which catalyst facilitates the given reaction. Reactant: [Cl:1][C:2]1[C:3]([O:12][C:13]2[CH:18]=[C:17]([O:19][CH2:20][CH2:21][O:22][CH3:23])[CH:16]=[CH:15][C:14]=2[CH2:24][CH2:25][CH2:26][OH:27])=[N:4][CH:5]=[C:6]([C:8]([F:11])([F:10])[F:9])[CH:7]=1.[CH2:28]([N:30]1[C:34]([CH2:35][CH2:36][C:37]([O:39]CC)=[O:38])=[CH:33][C:32](O)=[N:31]1)[CH3:29].C(P(CCCC)CCCC)CCC.N(C(N1CCCCC1)=O)=NC(N1CCCCC1)=O.O1CCCC1CO.[OH-].[Na+].Cl. Product: [Cl:1][C:2]1[C:3]([O:12][C:13]2[CH:18]=[C:17]([O:19][CH2:20][CH2:21][O:22][CH3:23])[CH:16]=[CH:15][C:14]=2[CH2:24][CH2:25][CH2:26][O:27][C:32]2[CH:33]=[C:34]([CH2:35][CH2:36][C:37]([OH:39])=[O:38])[N:30]([CH2:28][CH3:29])[N:31]=2)=[N:4][CH:5]=[C:6]([C:8]([F:9])([F:11])[F:10])[CH:7]=1. The catalyst class is: 7.